From a dataset of Full USPTO retrosynthesis dataset with 1.9M reactions from patents (1976-2016). Predict the reactants needed to synthesize the given product. Given the product [Cl:9][C:10]1[CH:18]=[CH:17][C:13]([C:14]2[NH:8][C:1]3[CH:6]=[CH:5][CH:4]=[CH:3][C:2]=3[N:7]=2)=[C:12]([O:19][CH3:20])[CH:11]=1, predict the reactants needed to synthesize it. The reactants are: [C:1]1([NH2:8])[C:2]([NH2:7])=[CH:3][CH:4]=[CH:5][CH:6]=1.[Cl:9][C:10]1[CH:18]=[CH:17][C:13]([C:14](O)=O)=[C:12]([O:19][CH3:20])[CH:11]=1.